Dataset: Retrosynthesis with 50K atom-mapped reactions and 10 reaction types from USPTO. Task: Predict the reactants needed to synthesize the given product. (1) Given the product Cc1c(-c2ccnc(N)n2)sc2ccc(Sc3cccc(O)c3)cc12, predict the reactants needed to synthesize it. The reactants are: COc1cccc(Sc2ccc3sc(-c4ccnc(N)n4)c(C)c3c2)c1. (2) The reactants are: NC(Cc1cc(=O)[nH]c2ccccc12)C(=O)O. Given the product NC(CC1CC(=O)Nc2ccccc21)C(=O)O, predict the reactants needed to synthesize it. (3) Given the product CCOC(=O)c1c(-c2ccc(OC(C)C)cc2)c2cc(-c3ccc(C(C)(C)C)cc3)ccc2n1-c1ccc(OC(C)C)cc1, predict the reactants needed to synthesize it. The reactants are: CC(C)Oc1ccc(B(O)O)cc1.CCOC(=O)c1[nH]c2ccc(-c3ccc(C(C)(C)C)cc3)cc2c1-c1ccc(OC(C)C)cc1. (4) Given the product CCN(CC)C(=O)C(=O)c1c[nH]c2ccc(NS(=O)(=O)c3cccc4ccccc34)cc12, predict the reactants needed to synthesize it. The reactants are: CCN(CC)C(=O)C(=O)c1c[nH]c2ccc(N)cc12.O=S(=O)(Cl)c1cccc2ccccc12. (5) Given the product CC(=O)OC[C@H]1O[C@@H](n2cnc3c(NCC(c4cccc(Cl)c4)c4cccc(Cl)c4)nc(C#N)nc32)[C@H](OC(C)=O)[C@@H]1OC(C)=O, predict the reactants needed to synthesize it. The reactants are: CC(=O)OC[C@H]1O[C@@H](n2cnc3c(Cl)nc(C#N)nc32)[C@H](OC(C)=O)[C@@H]1OC(C)=O.NCC(c1cccc(Cl)c1)c1cccc(Cl)c1. (6) Given the product COc1ccc(F)cc1C1(CC(O)(CNc2cccc3ncccc23)C(F)(F)F)CC1, predict the reactants needed to synthesize it. The reactants are: COc1ccc(F)cc1C1(CC(O)(C=Nc2cccc3ncccc23)C(F)(F)F)CC1.